From a dataset of Forward reaction prediction with 1.9M reactions from USPTO patents (1976-2016). Predict the product of the given reaction. Given the reactants [C:1]1([CH2:7][CH2:8][NH:9][C:10]([N:12]2[CH2:21][CH2:20][C:19]3[C:14](=[CH:15][C:16]([C:22]([NH:24][O:25]C4CCCCO4)=[O:23])=[CH:17][CH:18]=3)[CH2:13]2)=[O:11])[CH:6]=[CH:5][CH:4]=[CH:3][CH:2]=1, predict the reaction product. The product is: [OH:25][NH:24][C:22]([C:16]1[CH:15]=[C:14]2[C:19]([CH2:20][CH2:21][N:12]([C:10]([NH:9][CH2:8][CH2:7][C:1]3[CH:2]=[CH:3][CH:4]=[CH:5][CH:6]=3)=[O:11])[CH2:13]2)=[CH:18][CH:17]=1)=[O:23].